Dataset: Reaction yield outcomes from USPTO patents with 853,638 reactions. Task: Predict the reaction yield, written as a fraction of the theoretical maximum amount of product (1.0 means a 100% yield; for example, 0.34 means a 34% yield). (1) The reactants are [C:1]([C:3]1[C:4]([CH3:18])=[C:5]([C:14]([O:16][CH3:17])=[O:15])[S:6][C:7]=1[N:8]1[CH2:13][CH2:12][O:11][CH2:10][CH2:9]1)#[N:2].C(Cl)Cl.[Br:22]Br. No catalyst specified. The product is [Br:22][CH2:18][C:4]1[C:3]([C:1]#[N:2])=[C:7]([N:8]2[CH2:13][CH2:12][O:11][CH2:10][CH2:9]2)[S:6][C:5]=1[C:14]([O:16][CH3:17])=[O:15]. The yield is 0.966. (2) The reactants are C(O[C:4](=[O:15])[CH:5](P(OCC)(OCC)=O)[CH3:6])C.C([Li])CCC.[CH:21]1([NH:26][C:27]2[C:32]([CH:33]=O)=[CH:31][N:30]=[C:29]([S:35][CH3:36])[N:28]=2)[CH2:25][CH2:24][CH2:23][CH2:22]1.C(O)(=O)CC(CC(O)=O)(C(O)=O)O. The catalyst is O1CCCC1. The product is [CH:21]1([N:26]2[C:27]3[N:28]=[C:29]([S:35][CH3:36])[N:30]=[CH:31][C:32]=3[CH:33]=[C:5]([CH3:6])[C:4]2=[O:15])[CH2:22][CH2:23][CH2:24][CH2:25]1. The yield is 0.313. (3) The reactants are [CH3:1][C:2]1[C:3]([C:16]([O:18][C:19](C)(C)C)=[O:17])=[N:4][CH:5]=[C:6]([O:8][C@H:9]([C:11]2[O:12][CH:13]=[CH:14][N:15]=2)[CH3:10])[N:7]=1.C(O)(C(F)(F)F)=O.IC.C(=O)([O-])[O-].[K+].[K+]. The catalyst is CN(C=O)C.O.C(Cl)Cl.CCOC(C)=O.C(Cl)Cl. The product is [CH3:1][C:2]1[C:3]([C:16]([O:18][CH3:19])=[O:17])=[N:4][CH:5]=[C:6]([O:8][C@H:9]([C:11]2[O:12][CH:13]=[CH:14][N:15]=2)[CH3:10])[N:7]=1. The yield is 0.270. (4) The reactants are O=[C:2]([C:9]1[CH:14]=[CH:13][CH:12]=[CH:11][CH:10]=1)[CH2:3][CH:4]([C:7]#[N:8])[C:5]#[N:6].[F:15][C:16]1[CH:22]=[CH:21][C:19]([NH2:20])=[CH:18][CH:17]=1.Cl.C(=O)([O-])[O-].[Na+].[Na+]. The catalyst is C(O)C. The product is [NH2:6][C:5]1[N:20]([C:19]2[CH:21]=[CH:22][C:16]([F:15])=[CH:17][CH:18]=2)[C:2]([C:9]2[CH:14]=[CH:13][CH:12]=[CH:11][CH:10]=2)=[CH:3][C:4]=1[C:7]#[N:8]. The yield is 0.350.